Dataset: Full USPTO retrosynthesis dataset with 1.9M reactions from patents (1976-2016). Task: Predict the reactants needed to synthesize the given product. (1) The reactants are: [C:1]([O:5][C:6](=[O:19])[N:7]([CH2:9][C:10]1[CH:15]=[CH:14][C:13]([Cl:16])=[C:12]([CH:17]=O)[CH:11]=1)[CH3:8])([CH3:4])([CH3:3])[CH3:2].[CH:20]1([NH2:23])[CH2:22][CH2:21]1.[BH4-].[Na+]. Given the product [C:1]([O:5][C:6](=[O:19])[N:7]([CH2:9][C:10]1[CH:15]=[CH:14][C:13]([Cl:16])=[C:12]([CH2:17][NH:23][CH:20]2[CH2:22][CH2:21]2)[CH:11]=1)[CH3:8])([CH3:4])([CH3:3])[CH3:2], predict the reactants needed to synthesize it. (2) Given the product [Cl:1][C:2]1[N:7]=[C:6]([S:8][C:9]2[CH:10]=[C:11]([NH:15][C:16](=[O:19])[CH:17]=[CH2:18])[CH:12]=[CH:13][CH:14]=2)[CH:5]=[CH:4][N:3]=1, predict the reactants needed to synthesize it. The reactants are: [Cl:1][C:2]1[N:7]=[C:6]([S:8][C:9]2[CH:10]=[C:11]([NH2:15])[CH:12]=[CH:13][CH:14]=2)[CH:5]=[CH:4][N:3]=1.[C:16](O)(=[O:19])[CH:17]=[CH2:18].